Dataset: Drug-target binding data from BindingDB using IC50 measurements. Task: Regression. Given a target protein amino acid sequence and a drug SMILES string, predict the binding affinity score between them. We predict pIC50 (pIC50 = -log10(IC50 in M); higher means more potent). Dataset: bindingdb_ic50. (1) The small molecule is O=C(N/N=C/c1cc(Cl)ccc1O)c1nc(-c2cc3ccccc3oc2=O)cs1. The target protein (P53341) has sequence MTISDHPETEPKWWKEATIYQIYPASFKDSNNDGWGDLKGITSKLQYIKDLGVDAIWVCPFYDSPQQDMGYDISNYEKVWPTYGTNEDCFELIDKTHKLGMKFITDLVINHCSTEHEWFKESRSSKTNPKRDWFFWRPPKGYDAEGKPIPPNNWKSFFGGSAWTFDETTNEFYLRLFASRQVDLNWENEDCRRAIFESAVGFWLDHGVDGFRIDTAGLYSKRPGLPDSPIFDKTSKLQHPNWGSHNGPRIHEYHQELHRFMKNRVKDGREIMTVGEVAHGSDNALYTSAARYEVSEVFSFTHVEVGTSPFFRYNIVPFTLKQWKEAIASNFLFINGTDSWATTYIENHDQARSITRFADDSPKYRKISGKLLTLLECSLTGTLYVYQGQEIGQINFKEWPIEKYEDVDVKNNYEIIKKSFGKNSKEMKDFFKGIALLSRDHSRTPMPWTKDKPNAGFTGPDVKPWFLLNESFEQGINVEQESRDDDSVLNFWKRALQARK.... The pIC50 is 5.1. (2) The small molecule is Cc1ccc(CCn2c3c(c4cc(F)ccc42)CN(C)CC3)cc1. The target protein (P35367) has sequence MSLPNSSCLLEDKMCEGNKTTMASPQLMPLVVVLSTICLVTVGLNLLVLYAVRSERKLHTVGNLYIVSLSVADLIVGAVVMPMNILYLLMSKWSLGRPLCLFWLSMDYVASTASIFSVFILCIDRYRSVQQPLRYLKYRTKTRASATILGAWFLSFLWVIPILGWNHFMQQTSVRREDKCETDFYDVTWFKVMTAIINFYLPTLLMLWFYAKIYKAVRQHCQHRELINRSLPSFSEIKLRPENPKGDAKKPGKESPWEVLKRKPKDAGGGSVLKSPSQTPKEMKSPVVFSQEDDREVDKLYCFPLDIVHMQAAAEGSSRDYVAVNRSHGQLKTDEQGLNTHGASEISEDQMLGDSQSFSRTDSDTTTETAPGKGKLRSGSNTGLDYIKFTWKRLRSHSRQYVSGLHMNRERKAAKQLGFIMAAFILCWIPYFIFFMVIAFCKNCCNEHLHMFTIWLGYINSTLNPLIYPLCNENFKKTFKRILHIRS. The pIC50 is 7.5. (3) The compound is Cc1ccc(C(=O)NC(N)=NCc2ccccc2)cc1. The target protein (Q99250) has sequence MAQSVLVPPGPDSFRFFTRESLAAIEQRIAEEKAKRPKQERKDEDDENGPKPNSDLEAGKSLPFIYGDIPPEMVSVPLEDLDPYYINKKTFIVLNKGKAISRFSATPALYILTPFNPIRKLAIKILVHSLFNMLIMCTILTNCVFMTMSNPPDWTKNVEYTFTGIYTFESLIKILARGFCLEDFTFLRDPWNWLDFTVITFAYVTEFVDLGNVSALRTFRVLRALKTISVIPGLKTIVGALIQSVKKLSDVMILTVFCLSVFALIGLQLFMGNLRNKCLQWPPDNSSFEINITSFFNNSLDGNGTTFNRTVSIFNWDEYIEDKSHFYFLEGQNDALLCGNSSDAGQCPEGYICVKAGRNPNYGYTSFDTFSWAFLSLFRLMTQDFWENLYQLTLRAAGKTYMIFFVLVIFLGSFYLINLILAVVAMAYEEQNQATLEEAEQKEAEFQQMLEQLKKQQEEAQAAAAAASAESRDFSGAGGIGVFSESSSVASKLSSKSEKE.... The pIC50 is 5.4. (4) The drug is O=C(Nc1ccccc1)c1cc2cc3ccccc3cc2cc1O. The target protein (Q00496) has sequence MPKINSFNYNDPVNDRTILYIKPGGCQEFYKSFNIMKNIWIIPERNVIGTTPQDFHPPTSLKNGDSSYYDPNYLQSDEEKDRFLKIVTKIFNRINNNLSGGILLEELSKANPYLGNDNTPDNQFHIGDASAVEIKFSNGSQDILLPNVIIMGAEPDLFETNSSNISLRNNYMPSNHRFGSIAIVTFSPEYSFRFNDNCMNEFIQDPALTLMHELIHSLHGLYGAKGITTKYTITQKQNPLITNIRGTNIEEFLTFGGTDLNIITSAQSNDIYTNLLADYKKIASKLSKVQVSNPLLNPYKDVFEAKYGLDKDASGIYSVNINKFNDIFKKLYSFTEFDLRTKFQVKCRQTYIGQYKYFKLSNLLNDSIYNISEGYNINNLKVNFRGQNANLNPRIITPITGRGLVKKIIRFCKNIVSVKGIRKSICIEINNGELFFVASENSYNDDNINTPKEIDDTVTSNNNYENDLDQVILNFNSESAPGLSDEKLNLTIQNDAYIPK.... The pIC50 is 5.6. (5) The compound is C[C@]1(Cn2ccnn2)[C@H](C(=O)O)N2C(=O)C[C@H]2S1(=O)=O. The target protein sequence is MPHFRLALIPLLTAFCLPAFAHPTTLNKVKEAESQLTARVGYAELDLTSGEILESYRLQERFPMMSTFKVLLCGAVLARVDAGKERLDRRIPFSRRDLVEYSPVTEKHLTDGMTVGELCDAAITMSDNTAANLLLTAIGGPQGLTAFLRTTGDRVTRLDRWEPELNEALPGDKRDTTTPENMAQTLRQLLTGKILTTTSQQQLTHWMVTDKVAGPLLRSVLPAGWFIADKTGAGARGSRGIVAALGPDGKPSRIVVIYITESQATMAERNRQIAGIGATLIQHWDE. The pIC50 is 7.4.